Task: Predict the reaction yield, written as a fraction of the theoretical maximum amount of product (1.0 means a 100% yield; for example, 0.34 means a 34% yield).. Dataset: Reaction yield outcomes from USPTO patents with 853,638 reactions (1) The reactants are [C:1]([O:5][C:6](=[O:12])[NH:7][O:8][CH2:9][CH2:10]Br)([CH3:4])([CH3:3])[CH3:2].[NH:13]1[CH2:18][CH2:17][O:16][CH2:15][CH2:14]1. The catalyst is CN(C=O)C.CCOC(C)=O. The product is [C:1]([O:5][C:6](=[O:12])[NH:7][O:8][CH2:9][CH2:10][N:13]1[CH2:18][CH2:17][O:16][CH2:15][CH2:14]1)([CH3:4])([CH3:3])[CH3:2]. The yield is 0.460. (2) The reactants are [Cl:1][C:2]1[CH:10]=[C:9]2[C:5]([CH:6]=[C:7]([C:11]([N:13]3[CH2:18][CH2:17][C:16]([F:20])([F:19])[CH2:15][CH2:14]3)=[O:12])[NH:8]2)=[CH:4][C:3]=1[C:21]([N:23]1[CH2:28][CH2:27][N:26]([CH:29]([CH3:31])[CH3:30])[CH2:25][CH2:24]1)=[O:22].[Cl:32][C:33]1[CH:38]=[C:37](B(O)O)[CH:36]=[CH:35][N:34]=1.N1C=CC=CC=1. The catalyst is C([O-])(=O)C.[Cu+2].C([O-])(=O)C.C(Cl)(Cl)Cl. The product is [Cl:1][C:2]1[CH:10]=[C:9]2[C:5]([CH:6]=[C:7]([C:11]([N:13]3[CH2:18][CH2:17][C:16]([F:20])([F:19])[CH2:15][CH2:14]3)=[O:12])[N:8]2[C:37]2[CH:36]=[CH:35][N:34]=[C:33]([Cl:32])[CH:38]=2)=[CH:4][C:3]=1[C:21]([N:23]1[CH2:24][CH2:25][N:26]([CH:29]([CH3:31])[CH3:30])[CH2:27][CH2:28]1)=[O:22]. The yield is 0.190.